Predict the reactants needed to synthesize the given product. From a dataset of Full USPTO retrosynthesis dataset with 1.9M reactions from patents (1976-2016). (1) Given the product [NH:1]1[C:9]2[C:4](=[CH:5][CH:6]=[CH:7][CH:8]=2)[C:3]([C:10]2[C:18]3[C:13](=[CH:14][CH:15]=[CH:16][CH:17]=3)[NH:12][C:11]=2[C:29]([OH:31])=[O:30])=[CH:2]1, predict the reactants needed to synthesize it. The reactants are: [NH:1]1[C:9]2[C:4](=[CH:5][CH:6]=[CH:7][CH:8]=2)[C:3]([C:10]2[C:18]3[C:13](=[CH:14][CH:15]=[CH:16][CH:17]=3)[N:12](S(C3C=CC(C)=CC=3)(=O)=O)[C:11]=2[C:29]([OH:31])=[O:30])=[CH:2]1.[Li+].[OH-]. (2) Given the product [S:7]1[CH:11]=[CH:10][C:9]([C:12]2([CH2:18][NH2:19])[CH2:17][CH2:16][CH2:15][CH2:14][CH2:13]2)=[CH:8]1, predict the reactants needed to synthesize it. The reactants are: [H-].[H-].[H-].[H-].[Li+].[Al+3].[S:7]1[CH:11]=[CH:10][C:9]([C:12]2([C:18]#[N:19])[CH2:17][CH2:16][CH2:15][CH2:14][CH2:13]2)=[CH:8]1. (3) Given the product [Cl:23][C:24]1[CH:25]=[CH:26][CH:27]=[C:28]2[C:32]=1[N:31]([CH2:33][C:34]([N:7]1[CH2:6][CH2:5][N:4]([C:8]3[CH:13]=[CH:12][C:11]([S:14]([NH:17][C:18]4[S:22][N:21]=[CH:20][N:19]=4)(=[O:16])=[O:15])=[CH:10][CH:9]=3)[CH2:3][C@H:2]1[CH3:1])=[O:35])[CH:30]=[CH:29]2, predict the reactants needed to synthesize it. The reactants are: [CH3:1][C@H:2]1[NH:7][CH2:6][CH2:5][N:4]([C:8]2[CH:13]=[CH:12][C:11]([S:14]([NH:17][C:18]3[S:22][N:21]=[CH:20][N:19]=3)(=[O:16])=[O:15])=[CH:10][CH:9]=2)[CH2:3]1.[Cl:23][C:24]1[CH:25]=[CH:26][CH:27]=[C:28]2[C:32]=1[N:31]([CH2:33][C:34](O)=[O:35])[CH:30]=[CH:29]2.CN(C(ON1N=NC2C=CC=NC1=2)=[N+](C)C)C.F[P-](F)(F)(F)(F)F.C(=O)(O)[O-].[Na+].Cl.S1C(N)=NC=N1. (4) Given the product [N+:1]([C:4]1[CH:5]=[C:6]([CH:32]=[CH:33][CH:34]=1)[C:7]([NH:9][C:10]1[CH:11]=[CH:12][C:13]2[N:17]=[CH:16][N:15]([CH:18]([C:25]3[CH:26]=[CH:27][CH:28]=[CH:29][CH:30]=3)[CH2:19][C:20]([OH:22])=[O:21])[C:14]=2[CH:31]=1)=[O:8])([O-:3])=[O:2], predict the reactants needed to synthesize it. The reactants are: [N+:1]([C:4]1[CH:5]=[C:6]([CH:32]=[CH:33][CH:34]=1)[C:7]([NH:9][C:10]1[CH:11]=[CH:12][C:13]2[N:17]=[CH:16][N:15]([CH:18]([C:25]3[CH:30]=[CH:29][CH:28]=[CH:27][CH:26]=3)[CH2:19][C:20]([O:22]CC)=[O:21])[C:14]=2[CH:31]=1)=[O:8])([O-:3])=[O:2]. (5) Given the product [Cl:1][C:2]1[N:10]([C:11]2[CH:12]=[CH:13][C:14]([C:17]3[CH:22]=[C:21]([CH3:23])[CH:20]=[CH:19][C:18]=3[OH:24])=[CH:15][CH:16]=2)[C:9]2[C:8]([OH:26])=[C:7]([C:27]#[N:28])[C:6](=[O:29])[NH:5][C:4]=2[CH:3]=1, predict the reactants needed to synthesize it. The reactants are: [Cl:1][C:2]1[N:10]([C:11]2[CH:16]=[CH:15][C:14]([C:17]3[CH:22]=[C:21]([CH3:23])[CH:20]=[CH:19][C:18]=3[O:24]C)=[CH:13][CH:12]=2)[C:9]2[C:8]([OH:26])=[C:7]([C:27]#[N:28])[C:6](=[O:29])[NH:5][C:4]=2[CH:3]=1.B(Br)(Br)Br.O. (6) Given the product [F:14][C:15]([F:24])([F:23])[CH:16]1[CH2:21][CH2:20][C:19]([C:3]2[C:2]([NH2:7])=[N:1][CH:6]=[CH:5][CH:4]=2)=[CH:18][CH2:17]1, predict the reactants needed to synthesize it. The reactants are: [N:1]1[CH:6]=[CH:5][CH:4]=[CH:3][C:2]=1[NH:7]C(=O)C(C)(C)C.[F:14][C:15]([F:24])([F:23])[CH:16]1[CH2:21][CH2:20][C:19](=O)[CH2:18][CH2:17]1.C(Cl)Cl.